This data is from Reaction yield outcomes from USPTO patents with 853,638 reactions. The task is: Predict the reaction yield, written as a fraction of the theoretical maximum amount of product (1.0 means a 100% yield; for example, 0.34 means a 34% yield). The reactants are Br[C:2]1[CH:3]=[C:4]([C:8]2[NH:17][C:16](=[O:18])[C:15]3[C:10](=[CH:11][C:12]([O:21][CH3:22])=[CH:13][C:14]=3[O:19][CH3:20])[N:9]=2)[CH:5]=[CH:6][CH:7]=1.[CH:23]([N:26]1[CH2:31][CH2:30][NH:29][CH2:28][CH2:27]1)([CH3:25])[CH3:24].CC(C)([O-])C.[K+].C1(P(C2C=CC=CC=2)C2C=CC3C(=CC=CC=3)C=2C2C3C(=CC=CC=3)C=CC=2P(C2C=CC=CC=2)C2C=CC=CC=2)C=CC=CC=1. The catalyst is C1C=CC(/C=C/C(/C=C/C2C=CC=CC=2)=O)=CC=1.C1C=CC(/C=C/C(/C=C/C2C=CC=CC=2)=O)=CC=1.C1C=CC(/C=C/C(/C=C/C2C=CC=CC=2)=O)=CC=1.[Pd].[Pd]. The product is [CH:23]([N:26]1[CH2:31][CH2:30][N:29]([C:2]2[CH:3]=[C:4]([C:8]3[NH:17][C:16](=[O:18])[C:15]4[C:10](=[CH:11][C:12]([O:21][CH3:22])=[CH:13][C:14]=4[O:19][CH3:20])[N:9]=3)[CH:5]=[CH:6][CH:7]=2)[CH2:28][CH2:27]1)([CH3:25])[CH3:24]. The yield is 0.140.